From a dataset of hERG Central: cardiac toxicity at 1µM, 10µM, and general inhibition. Predict hERG channel inhibition at various concentrations. (1) The molecule is COc1ccc(-c2cc(C#N)nc(N3CCNCC3)n2)cc1. Results: hERG_inhib (hERG inhibition (general)): blocker. (2) The compound is O=C(NCc1ccncc1)C1CCCN(S(=O)(=O)c2cc(Cl)ccc2Cl)C1. Results: hERG_inhib (hERG inhibition (general)): blocker. (3) The compound is Nc1nc(SCC(=O)NCCN2CCOCC2)nc2sc3c(c12)CCC3. Results: hERG_inhib (hERG inhibition (general)): blocker.